This data is from Reaction yield outcomes from USPTO patents with 853,638 reactions. The task is: Predict the reaction yield, written as a fraction of the theoretical maximum amount of product (1.0 means a 100% yield; for example, 0.34 means a 34% yield). (1) The reactants are [Br:1][C:2]1[CH:7]=[C:6]([N+:8]([O-])=O)[CH:5]=[C:4]([CH2:11][O:12][CH3:13])[CH:3]=1.CCO.O.[Cl-].[NH4+]. The catalyst is C(OCC)(=O)C.[Fe]. The product is [Br:1][C:2]1[CH:7]=[C:6]([CH:5]=[C:4]([CH2:11][O:12][CH3:13])[CH:3]=1)[NH2:8]. The yield is 0.625. (2) The reactants are [F:1][C:2]1[CH:11]=[C:10]2[C:5]([CH:6]=[CH:7][C:8]([CH3:12])=[N:9]2)=[C:4]([N:13]2[CH2:18][CH2:17][NH:16][CH2:15][CH2:14]2)[CH:3]=1.Cl[CH2:20][C:21]([C:23]1[CH:24]=[C:25]([F:34])[C:26]2[O:31][CH2:30][C:29](=[O:32])[NH:28][C:27]=2[CH:33]=1)=[O:22]. No catalyst specified. The product is [F:34][C:25]1[C:26]2[O:31][CH2:30][C:29](=[O:32])[NH:28][C:27]=2[CH:33]=[C:23]([C:21](=[O:22])[CH2:20][N:16]2[CH2:15][CH2:14][N:13]([C:4]3[CH:3]=[C:2]([F:1])[CH:11]=[C:10]4[C:5]=3[CH:6]=[CH:7][C:8]([CH3:12])=[N:9]4)[CH2:18][CH2:17]2)[CH:24]=1. The yield is 0.740.